Task: Regression. Given two drug SMILES strings and cell line genomic features, predict the synergy score measuring deviation from expected non-interaction effect.. Dataset: NCI-60 drug combinations with 297,098 pairs across 59 cell lines Drug 1: N.N.Cl[Pt+2]Cl. Drug 2: CC1C(C(CC(O1)OC2CC(CC3=C2C(=C4C(=C3O)C(=O)C5=CC=CC=C5C4=O)O)(C(=O)C)O)N)O. Cell line: HOP-62. Synergy scores: CSS=36.3, Synergy_ZIP=4.52, Synergy_Bliss=4.05, Synergy_Loewe=-52.2, Synergy_HSA=-2.65.